This data is from Forward reaction prediction with 1.9M reactions from USPTO patents (1976-2016). The task is: Predict the product of the given reaction. (1) The product is: [C:29]([C:28]1[CH:31]=[CH:32][C:25]([N:23]2[CH:6]([CH:1]3[CH2:2][CH2:3][CH2:4][CH2:5]3)[CH:7]3[CH2:8][O:9][C:10]4[CH:11]=[C:12]([C:18]([OH:20])=[O:19])[CH:13]=[CH:14][C:15]=4[C:16]3=[N:24]2)=[CH:26][C:27]=1[C:33]([F:34])([F:35])[F:36])#[N:30]. Given the reactants [CH:1]1([CH:6]=[C:7]2[C:16](=O)[C:15]3[C:10](=[CH:11][C:12]([C:18]([O:20]C)=[O:19])=[CH:13][CH:14]=3)[O:9][CH2:8]2)[CH2:5][CH2:4][CH2:3][CH2:2]1.Cl.[NH:23]([C:25]1[CH:32]=[CH:31][C:28]([C:29]#[N:30])=[C:27]([C:33]([F:36])([F:35])[F:34])[CH:26]=1)[NH2:24], predict the reaction product. (2) The product is: [NH:6]1[C:7]2[C:12](=[CH:11][CH:10]=[CH:9][CH:8]=2)[CH:4]=[CH:5]1. Given the reactants C1([C:4]2[C:12]3[C:7](=[CH:8][CH:9]=[CH:10][CH:11]=3)[NH:6][CH:5]=2)CC1.C1(C2C3C(=CC=CC=3)NC=2[Si](C)(C)C)CC1.[F-].C([N+](CCCC)(CCCC)CCCC)CCC.O, predict the reaction product. (3) Given the reactants Br[C:2]1[CH:7]=[CH:6][CH:5]=[C:4]([Br:8])[N:3]=1.FC(F)(F)S(O[C:15]1[C@@H:16]2[CH2:21][C@H:18]([CH2:19][CH:20]=1)[C:17]2([CH3:23])[CH3:22])(=O)=O, predict the reaction product. The product is: [Br:8][C:4]1[CH:5]=[CH:6][CH:7]=[C:2]([C:15]2[C@@H:16]3[CH2:21][C@H:18]([CH2:19][CH:20]=2)[C:17]3([CH3:23])[CH3:22])[N:3]=1. (4) Given the reactants C(O[C:6]([N:8]1[CH2:12][C:11](=[N:13][O:14][CH3:15])[CH2:10][C@H:9]1[C:16]([OH:18])=O)=[O:7])(C)(C)C.[C:19]1([C:28]2[CH:33]=[CH:32][CH:31]=[CH:30][CH:29]=2)[CH:24]=[CH:23][C:22](C(Cl)=O)=[CH:21][CH:20]=1.[NH2:34][CH2:35][CH:36]([OH:38])[CH3:37], predict the reaction product. The product is: [C:28]1([C:19]2[CH:20]=[CH:21][CH:22]=[CH:23][CH:24]=2)[CH:29]=[CH:30][C:31]([C:6]([N:8]2[CH2:12][C:11](=[N:13][O:14][CH3:15])[CH2:10][C@H:9]2[C:16]([NH:34][CH2:35][CH:36]([OH:38])[CH3:37])=[O:18])=[O:7])=[CH:32][CH:33]=1. (5) The product is: [CH3:3][N:4]1[C@@H:20]2[CH2:21][C:9]3[CH:10]=[CH:11][C:12]([O:24][CH3:25])=[C:13]4[O:14][CH:15]5[C:16]([CH:17]=[CH:18][C@:19]2([OH:1])[C@:7]5([C:8]=34)[CH2:6][CH2:5]1)=[O:22]. Given the reactants [OH:1]O.[CH3:3][N:4]1[C@@H:20]2[CH2:21][C:9]3[CH:10]=[CH:11][C:12]([O:24][CH3:25])=[C:13]4[O:14][C@H:15]5[C:16]([O:22]C)=[CH:17][CH:18]=[C:19]2[C@:7]5([C:8]=34)[CH2:6][CH2:5]1, predict the reaction product. (6) Given the reactants [CH3:1][O:2][C:3]1[CH:8]=[CH:7][C:6]([CH2:9][C@H:10]([N:12]([CH2:20][C@@H:21]([C:23]2[CH:28]=[CH:27][C:26]([O:29][CH2:30][C:31]3[CH:36]=[CH:35][CH:34]=[CH:33][CH:32]=3)=[C:25]([N+:37]([O-])=O)[CH:24]=2)[OH:22])[CH2:13][C:14]2[CH:19]=[CH:18][CH:17]=[CH:16][CH:15]=2)[CH3:11])=[CH:5][CH:4]=1.S(S([O-])=O)([O-])=O.[Na+].[Na+].N.C(OC(C)C)(C)C, predict the reaction product. The product is: [NH2:37][C:25]1[CH:24]=[C:23]([C@H:21]([CH2:20][N:12]([C@H:10]([CH3:11])[CH2:9][C:6]2[CH:7]=[CH:8][C:3]([O:2][CH3:1])=[CH:4][CH:5]=2)[CH2:13][C:14]2[CH:19]=[CH:18][CH:17]=[CH:16][CH:15]=2)[OH:22])[CH:28]=[CH:27][C:26]=1[O:29][CH2:30][C:31]1[CH:32]=[CH:33][CH:34]=[CH:35][CH:36]=1. (7) The product is: [ClH:37].[CH:1]([N:4]1[CH2:10][CH2:9][CH2:8][C:7]2[O:11][C:12]3[CH:17]=[C:16]([N:18]4[CH:23]=[CH:22][C:21]([O:24][CH2:25][C:26]5[CH:31]=[CH:30][CH:29]=[C:28]([C:32]([F:35])([F:33])[F:34])[N:27]=5)=[CH:20][C:19]4=[O:36])[CH:15]=[CH:14][C:13]=3[C:6]=2[CH2:5]1)([CH3:3])[CH3:2]. Given the reactants [CH:1]([N:4]1[CH2:10][CH2:9][CH2:8][C:7]2[O:11][C:12]3[CH:17]=[C:16]([N:18]4[CH:23]=[CH:22][C:21]([O:24][CH2:25][C:26]5[CH:31]=[CH:30][CH:29]=[C:28]([C:32]([F:35])([F:34])[F:33])[N:27]=5)=[CH:20][C:19]4=[O:36])[CH:15]=[CH:14][C:13]=3[C:6]=2[CH2:5]1)([CH3:3])[CH3:2].[ClH:37].CCOCC, predict the reaction product.